From a dataset of Full USPTO retrosynthesis dataset with 1.9M reactions from patents (1976-2016). Predict the reactants needed to synthesize the given product. (1) Given the product [NH2:8][C@H:9]1[CH2:10][CH2:11][C@H:12]([N:15]([CH2:41][CH3:42])[C:16]2[C:21]3[CH2:22][CH:23]=[CH:24][CH2:25][CH2:26][CH2:27][C:28]4[CH:37]=[C:36]([CH3:38])[CH2:35][C:34](=[O:39])[C:29]=4[CH2:30][NH:31][C:32](=[O:33])[C:20]=3[CH:19]=[N:18][CH:17]=2)[CH2:13][CH2:14]1, predict the reactants needed to synthesize it. The reactants are: Cl.C(OC(=O)[NH:8][C@H:9]1[CH2:14][CH2:13][C@H:12]([N:15]([CH2:41][CH3:42])[C:16]2[C:21]3[CH2:22][CH:23]=[CH:24][CH2:25][CH2:26][CH2:27][C:28]4[CH:37]=[C:36]([CH3:38])[CH:35]=[C:34]([O:39]C)[C:29]=4[CH2:30][NH:31][C:32](=[O:33])[C:20]=3[CH:19]=[N:18][CH:17]=2)[CH2:11][CH2:10]1)(C)(C)C. (2) The reactants are: [Br:1][C:2]1[CH:3]=[C:4]2[C:9](=[CH:10][CH:11]=1)[N:8]=[CH:7][C:6]([C:12](OCC)=[O:13])=[C:5]2[NH:17][C:18]1[CH:23]=[CH:22][C:21]([N:24]2[CH2:29][CH2:28][N:27]([C:30]([O:32][C:33]([CH3:36])([CH3:35])[CH3:34])=[O:31])[CH2:26][CH2:25]2)=[C:20]([C:37]([F:40])([F:39])[F:38])[CH:19]=1.[BH4-].[Na+].CCOC(C)=O. Given the product [Br:1][C:2]1[CH:3]=[C:4]2[C:9](=[CH:10][CH:11]=1)[N:8]=[CH:7][C:6]([CH2:12][OH:13])=[C:5]2[NH:17][C:18]1[CH:23]=[CH:22][C:21]([N:24]2[CH2:25][CH2:26][N:27]([C:30]([O:32][C:33]([CH3:36])([CH3:35])[CH3:34])=[O:31])[CH2:28][CH2:29]2)=[C:20]([C:37]([F:40])([F:38])[F:39])[CH:19]=1, predict the reactants needed to synthesize it. (3) Given the product [N:20]1[CH:21]=[CH:22][CH:23]=[CH:24][C:19]=1[C:16]1[C:15]([C:25]([F:27])([F:26])[F:28])=[C:14]([C:12]2[O:11][N:10]=[C:9]([C:6]3[CH:5]=[CH:4][C:3]([CH2:2][N:29]4[CH2:30][CH:31]([C:33]([O:35][C:36]([CH3:39])([CH3:38])[CH3:37])=[O:34])[CH2:32]4)=[CH:8][CH:7]=3)[N:13]=2)[O:18][N:17]=1, predict the reactants needed to synthesize it. The reactants are: Br[CH2:2][C:3]1[CH:8]=[CH:7][C:6]([C:9]2[N:13]=[C:12]([C:14]3[O:18][N:17]=[C:16]([C:19]4[CH:24]=[CH:23][CH:22]=[CH:21][N:20]=4)[C:15]=3[C:25]([F:28])([F:27])[F:26])[O:11][N:10]=2)=[CH:5][CH:4]=1.[NH:29]1[CH2:32][CH:31]([C:33]([O:35][C:36]([CH3:39])([CH3:38])[CH3:37])=[O:34])[CH2:30]1.C(O)(=O)C.C(N(CC)CC)C. (4) Given the product [CH:22]([O:1][C:2]1[CH:11]=[CH:10][C:5]([C:6]([O:8][CH3:9])=[O:7])=[CH:4][C:3]=1[CH2:12][O:13][CH3:14])([CH3:24])[CH3:23], predict the reactants needed to synthesize it. The reactants are: [OH:1][C:2]1[CH:11]=[CH:10][C:5]([C:6]([O:8][CH3:9])=[O:7])=[CH:4][C:3]=1[CH2:12][O:13][CH3:14].C([O-])([O-])=O.[K+].[K+].Br[CH:22]([CH3:24])[CH3:23].